This data is from Full USPTO retrosynthesis dataset with 1.9M reactions from patents (1976-2016). The task is: Predict the reactants needed to synthesize the given product. (1) Given the product [NH:24]1[C:32]2[C:27](=[C:28]([C:2]3[N:7]=[C:6]([CH2:8][NH:9][CH:10]([C:12]4[CH:17]=[CH:16][CH:15]=[CH:14][CH:13]=4)[CH3:11])[CH:5]=[C:4]([N:18]4[CH2:23][CH2:22][O:21][CH2:20][CH2:19]4)[N:3]=3)[CH:29]=[CH:30][CH:31]=2)[CH:26]=[CH:25]1, predict the reactants needed to synthesize it. The reactants are: Cl[C:2]1[N:7]=[C:6]([CH2:8][NH:9][CH:10]([C:12]2[CH:17]=[CH:16][CH:15]=[CH:14][CH:13]=2)[CH3:11])[CH:5]=[C:4]([N:18]2[CH2:23][CH2:22][O:21][CH2:20][CH2:19]2)[N:3]=1.[NH:24]1[C:32]2[CH:31]=[CH:30][CH:29]=[C:28](B(O)O)[C:27]=2[CH:26]=[CH:25]1. (2) The reactants are: [CH2:1]([C:3]1[CH:8]=[CH:7][C:6]([OH:9])=[CH:5][CH:4]=1)[CH3:2].S(Cl)([Cl:13])(=O)=O. Given the product [Cl:13][C:5]1[CH:4]=[C:3]([CH2:1][CH3:2])[CH:8]=[CH:7][C:6]=1[OH:9], predict the reactants needed to synthesize it. (3) Given the product [CH3:13][O:14][C:15](=[O:27])[CH:16]([C:17]1[CH:18]=[CH:19][C:20]([S:23]([CH3:26])(=[O:24])=[O:25])=[CH:21][CH:22]=1)[CH3:1], predict the reactants needed to synthesize it. The reactants are: [CH:1]([N-]C(C)C)(C)C.C([Li])CCC.[CH3:13][O:14][C:15](=[O:27])[CH2:16][C:17]1[CH:22]=[CH:21][C:20]([S:23]([CH3:26])(=[O:25])=[O:24])=[CH:19][CH:18]=1.CN1CCCN(C)C1=O.IC. (4) Given the product [NH2:18][C:12]1[C:11]([F:10])=[CH:16][CH:15]=[CH:14][C:13]=1[NH:17][C:8]([NH:7][C:3]1[C:2]([CH3:1])=[CH:6][S:5][CH:4]=1)=[S:9], predict the reactants needed to synthesize it. The reactants are: [CH3:1][C:2]1[C:3]([N:7]=[C:8]=[S:9])=[CH:4][S:5][CH:6]=1.[F:10][C:11]1[C:12]([NH2:18])=[C:13]([NH2:17])[CH:14]=[CH:15][CH:16]=1.